From a dataset of Catalyst prediction with 721,799 reactions and 888 catalyst types from USPTO. Predict which catalyst facilitates the given reaction. Reactant: [NH2:1][C:2]1[CH:7]=[CH:6][C:5]([CH3:8])=[CH:4][C:3]=1[OH:9].C(=O)([O-])[O-].[K+].[K+].Br[CH2:17][CH2:18]Br. Product: [CH3:8][C:5]1[CH:6]=[CH:7][C:2]2[NH:1][CH2:17][CH2:18][O:9][C:3]=2[CH:4]=1. The catalyst class is: 9.